This data is from HIV replication inhibition screening data with 41,000+ compounds from the AIDS Antiviral Screen. The task is: Binary Classification. Given a drug SMILES string, predict its activity (active/inactive) in a high-throughput screening assay against a specified biological target. (1) The molecule is Cc1ccccc1NC(=O)c1cc(-c2ccc([N+](=O)[O-])cc2)nc(S)n1. The result is 0 (inactive). (2) The molecule is C=CCNC(=O)ON1C(=O)CCC1=O. The result is 0 (inactive). (3) The compound is O=C(O)c1ccc(C=Cc2ccc(N=Nc3cc(S(=O)(=O)O)c4cccnc4c3O)cc2C(=O)O)cc1.[NaH]. The result is 1 (active). (4) The molecule is CNS(=O)(=O)NNS(=O)(=O)c1ccc(Cl)cc1. The result is 0 (inactive). (5) The result is 0 (inactive). The drug is CCCCCCCCCCCCCC=CC(O)C(CO)NC(=O)CCCCC. (6) The molecule is CCCC(=O)Oc1ccc2c(C)cc(=O)oc2c1OC(=O)CCC. The result is 0 (inactive).